From a dataset of Catalyst prediction with 721,799 reactions and 888 catalyst types from USPTO. Predict which catalyst facilitates the given reaction. (1) Reactant: [F:1][C:2]1[CH:7]=[CH:6][CH:5]=[C:4]([F:8])[C:3]=1[N:9]1[C:14]2[N:15]=[C:16](S(C)(=O)=O)[N:17]=[C:18]([C:19]3[CH:20]=[C:21]([CH:26]=[CH:27][C:28]=3[CH3:29])[C:22]([NH:24][CH3:25])=[O:23])[C:13]=2[CH2:12][NH:11][C:10]1=[O:34].[NH2:35][CH2:36][CH2:37][NH:38][CH:39]([CH3:41])[CH3:40]. Product: [NH4+:9].[OH-:23].[F:1][C:2]1[CH:7]=[CH:6][CH:5]=[C:4]([F:8])[C:3]=1[N:9]1[C:14]2[N:15]=[C:16]([NH:35][CH2:36][CH2:37][NH:38][CH:39]([CH3:41])[CH3:40])[N:17]=[C:18]([C:19]3[CH:20]=[C:21]([CH:26]=[CH:27][C:28]=3[CH3:29])[C:22]([NH:24][CH3:25])=[O:23])[C:13]=2[CH2:12][NH:11][C:10]1=[O:34]. The catalyst class is: 1. (2) Reactant: [C:1]([O:5][C:6]([N:8]1[CH2:13][CH2:12][CH:11]([C:14]([OH:16])=[O:15])[CH2:10][CH2:9]1)=[O:7])([CH3:4])([CH3:3])[CH3:2].[C:17]([O-])([O-])=O.[K+].[K+].IC. Product: [N:8]1([C:6]([O:5][C:1]([CH3:4])([CH3:2])[CH3:3])=[O:7])[CH2:13][CH2:12][CH:11]([C:14]([O:16][CH3:17])=[O:15])[CH2:10][CH2:9]1. The catalyst class is: 3.